From a dataset of Experimentally validated miRNA-target interactions with 360,000+ pairs, plus equal number of negative samples. Binary Classification. Given a miRNA mature sequence and a target amino acid sequence, predict their likelihood of interaction. (1) The miRNA is hsa-miR-6885-3p with sequence CUUUGCUUCCUGCUCCCCUAG. The protein sequence of the target gene is MCARMAGRTTAAPRGPYGPWLCLLVALALDVVRVDCGQAPLDPVYLPAALELLDAPEHFRVQQVGHYPPANSSLSSRSETFLLLQPWPRAQPLLRASYPPFATQQVVPPRVTEPHQRPVPWDVRAVSVEAAVTPAEPYARVLFHLKGQDWPPGSGSLPCARLHATHPAGTAHQACRFQPSLGACVVELELPSHWFSQASTTRAELAYTLEPAAEGPGGCGSGEENDPGEQALPVGGVELRPADPPQYQEVPLDEAVTLRVPDMPVRPGQLFSATLLLRHNFTASLLTLRIKVKKGLHVTA.... Result: 0 (no interaction). (2) The protein sequence of the target gene is MSQPPSGGAAPAATSASAAAAATEARMHPEGCSRKQQRAQSPARPRDNSLRQTAGATRSPLGVGPKLNSVRQQQLQQQQQQGNKITGRSTSGTGSRGLGGGAEKAVPSIPKGAVPGAVQPAPGAEGSPAAILASVSFRRSGQPEEAPREIESGPSKVGEPPPLGGVGGGGEGGGAGGGPGDREGGAPQPPPPRGWRGKGVRATQRGSSVAEGVSPSPPTAATSKTPGPGSRNSGSGSTGSGSGGGGSYWKEGCLQSELIQFHLKKERAAAAAAAAQMHTKNGGGGSRSSPVAGAPAICEP.... The miRNA is mmu-miR-421-5p with sequence CUCAUUAAAUGUUUGUUGAAU. Result: 0 (no interaction). (3) The miRNA is hsa-miR-3074-5p with sequence GUUCCUGCUGAACUGAGCCAG. The protein sequence of the target gene is MQPSGWAAAREAAGRDMLAADLRCSLFASALQSYKRDSVLRPFPASYARGDCKDFEALLADASKLPNLKELLQSSGDNHKRAWDLVSWILSSKVLTIHSAGKAEFEKIQKLTGAPHTPVPAPDFLFEIEYFDPANAKFYETKGERDLIYAFHGSRLENFHSIIHNGLHCHLNKTSLFGEGTYLTSDLSLALIYSPHGHGWQHSLLGPILSCVAVCEVIDHPDVKCQTKKKDSKEIDRRRARIKHSEGGDIPPKYFVVTNNQLLRVKYLLVYSQKPPKRASSQLSWFSSHWFTVMISLYLL.... Result: 0 (no interaction). (4) The miRNA is hsa-miR-590-3p with sequence UAAUUUUAUGUAUAAGCUAGU. The protein sequence of the target gene is MSRRKPASGGLAASSSAPARQAVLSRFFQSTGSLKSTSSSTGAADQVDPGAAAAAAAAAAAAPPAPPAPAFPPQLPPHIATEIDRRKKRPLENDGPVKKKVKKVQQKEGGSDLGMSGNSEPKKCLRTRNVSKSLEKLKEFCCDSALPQSRVQTESLQERFAVLPKCTDFDDISLLHAKNAVSSEDSKRQINQKDTTLFDLSQFGSSNTSHENLQKTASKSANKRSKSIYTPLELQYIEMKQQHKDAVLCVECGYKYRFFGEDAEIAARELNIYCHLDHNFMTASIPTHRLFVHVRRLVAK.... Result: 1 (interaction). (5) The miRNA is hsa-miR-605-5p with sequence UAAAUCCCAUGGUGCCUUCUCCU. The protein sequence of the target gene is MGLGPRSAHKARRQFSGAGRRGRAARGSGRPPPGRDGYPRLPAAARAEQAPEALPHLSPEALGYFRRALSALKVAPDAAEERELMARNILKEVEAQALALATNRTGSEMLQELLGFSPLKPLCRVWAALRPNLRFVACHRCGVHVLQSALLQLPRLLRRPAEAEEEEEEEEEGGPSQTLEELVLGLAAEVCDDFLFFCGDTHGSFVVRTLLQVLGGTLLESERGKPRGSQSSETQRTSARECKPTDFEVPKTFLNRLQDLSACFLKDIAVFITDKISSFCLQVALQVLHQKLPQHCAHLC.... Result: 0 (no interaction). (6) The miRNA is mmu-miR-10a-3p with sequence CAAAUUCGUAUCUAGGGGAAUA. Result: 0 (no interaction). The protein sequence of the target gene is MDRGQPSLEPAAAAPRASGRCVIAPVRAVLRLRRRVCVLRKRRLLQPGGGPDVGTGAPRPGCSPRAPRADLDQPKFFTFDSPAELPSRTPRKKRRRSRLVLYPETSRKYRPRVEHRSRAQRCLLLLVAIVGFQVLNAIENLDDNAQRYDLDGLEKALQRAVFGQPAAVSRIVALMRDYLATHVHSRPLLLALHGPSGVGKSHVGRLLARHFRSVLEDSALVLQYHARHHCPEARAAQDCREELARRVADVVARAEAEEKTPLLVLDDVELMPRPLLDELHGFLQPQRSHHFHNAIYVLLS.... (7) The miRNA is mmu-miR-105 with sequence CCAAGUGCUCAGAUGCUUGUGGU. The protein sequence of the target gene is MKSHHQSHSSTSSKAHDSASCSQSQGGFSQPQGTPSQLHELSQYQGSSSSSTGTVPSSSQSSHSSSGTLSSLETVSTQELCSIPEDQEPEEPGPAPWARLWALQDGFSNLDCVNDNYWFGRDKSCEYCFDGPLLRRTDKYRTYSKKHFRIFREMGPKNCYIVYIEDHSGNGTFVNTELIGKGKRCPLSNNSEIALSLCRNKVFVFFDLTVDDQSVYPKELRDEYIMSKTLGSGACGEVKMAFERKTCQKVAIKIISKRRFALGSSREADTAPSVETEIEILKKLNHPCIIKIKDVFDAED.... Result: 1 (interaction). (8) The miRNA is hsa-miR-1237-3p with sequence UCCUUCUGCUCCGUCCCCCAG. The protein sequence of the target gene is MSDSEEESQDRQLKIVVLGDGASGKTSLTTCFAQETFGKQYKQTIGLDFFLRRITLPGNLNVTLQIWDIGGQTIGGKMLDKYIYGAQGVLLVYDITNYQSFENLEDWYTVVKKVSEESETQPLVALVGNKIDLEHMRTIKPEKHLRFCQENGFSSHFVSAKTGDSVFLCFQKVAAEILGIKLNKAEIEQSQRVVKADIVNYNQEPMSRTVNPPRSSMCAVQ. Result: 0 (no interaction). (9) The miRNA is hsa-miR-1273c with sequence GGCGACAAAACGAGACCCUGUC. The protein sequence of the target gene is MGEDTDTRKINHSFLRDHSYVTEADIISTVEFNHTGELLATGDKGGRVVIFQREPESKNAPHSQGEYDVYSTFQSHEPEFDYLKSLEIEEKINKIKWLPQQNAAHSLLSTNDKTIKLWKITERDKRPEGYNLKDEEGKLKDLSTVTSLQVPVLKPMDLMVEVSPRRIFANGHTYHINSISVNSDCETYMSADDLRINLWHLAITDRSFNIVDIKPANMEDLTEVITASEFHPHHCNLFVYSSSKGSLRLCDMRAAALCDKHSKLFEEPEDPSNRSFFSEIISSVSDVKFSHSGRYMLTRD.... Result: 0 (no interaction). (10) The miRNA is mmu-miR-876-3p with sequence UAGUGGUUUACAAAGUAAUUCA. The protein sequence of the target gene is MLACLTRGNLLDVLQEGFNEQQLQAYVAWVNAQLKKRPSVKPVQDLRQDLRDGVILAYLIEIVGQLALDSDASVDERTDFFLLHSPFKAAGEKLTGVQLSPSNQQEMKSNVERVLQFVASKKIRMHQTSAKDIVEGNLKSIMRLVLALAAHFKPGSSRTVSQGRDSKAPVQSHQPHCATAVAQGAAAALADVCHDVSRSGRDVFRYRQRNASVDGEIENPYWSVRALVQQYEGQQKSPSESSCSSLTSPSPIHSAKSESIITQAEEKADFVIIPSEGIENRTDEPDSPSSRDWRPGSRGT.... Result: 0 (no interaction).